This data is from Full USPTO retrosynthesis dataset with 1.9M reactions from patents (1976-2016). The task is: Predict the reactants needed to synthesize the given product. (1) Given the product [Br:1][C:2]1[CH:3]=[C:4]([N:25]2[C@@H:29]([CH2:30][C:31]([OH:33])=[O:32])[C@H:28]([CH3:35])[C:27]([C:36]([F:37])([F:38])[F:39])=[N:26]2)[CH:5]=[CH:6][C:7]=1[O:8][C@@H:9]1[CH2:14][CH2:13][N:12]([C:15]2[C:20]([Cl:21])=[CH:19][N:18]=[C:17]([O:22][CH3:23])[CH:16]=2)[CH2:11][C@H:10]1[CH3:24], predict the reactants needed to synthesize it. The reactants are: [Br:1][C:2]1[CH:3]=[C:4]([N:25]2[C@@H:29]([CH2:30][C:31]([O:33]C)=[O:32])[C@H:28]([CH3:35])[C:27]([C:36]([F:39])([F:38])[F:37])=[N:26]2)[CH:5]=[CH:6][C:7]=1[O:8][C@@H:9]1[CH2:14][CH2:13][N:12]([C:15]2[C:20]([Cl:21])=[CH:19][N:18]=[C:17]([O:22][CH3:23])[CH:16]=2)[CH2:11][C@H:10]1[CH3:24].[OH-].[Li+]. (2) Given the product [C:10]([C:12]1[CH:13]=[C:14]([CH:26]=[CH:27][CH:28]=1)[C:15]([NH:17][CH2:18][C:19]1[CH:24]=[CH:23][C:22]([NH:25][C:1](=[O:8])[C:2]2[CH:7]=[CH:6][CH:5]=[CH:4][CH:3]=2)=[CH:21][CH:20]=1)=[O:16])#[N:11], predict the reactants needed to synthesize it. The reactants are: [C:1](Cl)(=[O:8])[C:2]1[CH:7]=[CH:6][CH:5]=[CH:4][CH:3]=1.[C:10]([C:12]1[CH:13]=[C:14]([CH:26]=[CH:27][CH:28]=1)[C:15]([NH:17][CH2:18][C:19]1[CH:24]=[CH:23][C:22]([NH2:25])=[CH:21][CH:20]=1)=[O:16])#[N:11].C(N(CC)CC)C.